Dataset: Full USPTO retrosynthesis dataset with 1.9M reactions from patents (1976-2016). Task: Predict the reactants needed to synthesize the given product. (1) Given the product [ClH:49].[O:43]1[CH2:47][CH2:46][C@@H:45]([NH:48][C:1](=[O:22])[O:2][CH2:3][C:4]2[CH:5]=[C:6]([CH3:11])[N:7]=[C:8]([CH3:10])[CH:9]=2)[CH2:44]1, predict the reactants needed to synthesize it. The reactants are: [C:1](=[O:22])(OC1C=CC([N+]([O-])=O)=CC=1)[O:2][CH2:3][C:4]1[CH:9]=[C:8]([CH3:10])[N:7]=[C:6]([CH3:11])[CH:5]=1.CCN(C(C)C)C(C)C.C1(C)C(S(O)(=O)=O)=CC=CC=1.[O:43]1[CH2:47][CH2:46][C@@H:45]([NH2:48])[CH2:44]1.[ClH:49].CCOCC. (2) Given the product [C:3]([CH2:26][C:27]1[NH:28][C:29]([C:33]2[C:34]([CH3:43])=[CH:35][C:36]([CH3:42])=[C:37]([CH:41]=2)[C:38]([OH:40])=[O:39])=[C:30]([CH3:32])[N:31]=1)#[N:4], predict the reactants needed to synthesize it. The reactants are: C[Si](C)(C)[C:3]#[N:4].[F-].C([N+](CCCC)(CCCC)CCCC)CCC.O[CH2:26][C:27]1[NH:28][C:29]([C:33]2[C:34]([CH3:43])=[CH:35][C:36]([CH3:42])=[C:37]([CH:41]=2)[C:38]([OH:40])=[O:39])=[C:30]([CH3:32])[N:31]=1. (3) Given the product [CH3:1][C@:2]1([C:18]([O-:20])=[O:19])[CH2:6][CH2:5][CH2:4][N:3]1[CH2:7][C:8]1[CH:13]=[CH:12][CH:11]=[C:10]([C:14]([F:15])([F:17])[F:16])[CH:9]=1.[Li+:22], predict the reactants needed to synthesize it. The reactants are: [CH3:1][C@:2]1([C:18]([O:20]C)=[O:19])[CH2:6][CH2:5][CH2:4][N:3]1[CH2:7][C:8]1[CH:13]=[CH:12][CH:11]=[C:10]([C:14]([F:17])([F:16])[F:15])[CH:9]=1.[Li+:22].[OH-]. (4) Given the product [Cl:1][C:2]1[CH:7]=[CH:6][C:5]([C:8]2[N:12]([C:13]3[CH:19]=[CH:18][CH:17]=[CH:16][C:14]=3[NH:15][CH2:30][CH3:31])[N:11]=[C:10]([CH:20]3[CH2:25][C:24]([CH3:27])([CH3:26])[O:23][C:22]([CH3:29])([CH3:28])[CH2:21]3)[CH:9]=2)=[CH:4][CH:3]=1, predict the reactants needed to synthesize it. The reactants are: [Cl:1][C:2]1[CH:7]=[CH:6][C:5]([C:8]2[N:12]([C:13]3[CH:19]=[CH:18][CH:17]=[CH:16][C:14]=3[NH2:15])[N:11]=[C:10]([CH:20]3[CH2:25][C:24]([CH3:27])([CH3:26])[O:23][C:22]([CH3:29])([CH3:28])[CH2:21]3)[CH:9]=2)=[CH:4][CH:3]=1.[CH:30](=O)[CH3:31].C([BH3-])#N.[Na+].C([O-])(O)=O.[Na+].